Predict which catalyst facilitates the given reaction. From a dataset of Catalyst prediction with 721,799 reactions and 888 catalyst types from USPTO. (1) Reactant: C(OC(=O)[N:7]([CH2:15][C:16]1[CH:17]=[N:18][C:19]([N:22]([CH2:25][CH3:26])[CH2:23][CH3:24])=[CH:20][CH:21]=1)[C:8]1[CH:13]=[CH:12][C:11]([F:14])=[CH:10][CH:9]=1)(C)(C)C.[ClH:28]. Product: [ClH:28].[ClH:28].[F:14][C:11]1[CH:12]=[CH:13][C:8]([NH:7][CH2:15][C:16]2[CH:21]=[CH:20][C:19]([N:22]([CH2:25][CH3:26])[CH2:23][CH3:24])=[N:18][CH:17]=2)=[CH:9][CH:10]=1. The catalyst class is: 5. (2) Reactant: [NH2:1][C@@H:2]([C:22]1[CH:27]=[CH:26][C:25]([Cl:28])=[CH:24][CH:23]=1)[C@:3]([NH:12]S(=O)(=O)OCC(Cl)(Cl)Cl)([C:5]1[CH:6]=[N:7][C:8]([Cl:11])=[CH:9][CH:10]=1)[CH3:4]. Product: [Cl:28][C:25]1[CH:24]=[CH:23][C:22]([C@@H:2]([NH2:1])[C@:3]([C:5]2[CH:6]=[N:7][C:8]([Cl:11])=[CH:9][CH:10]=2)([NH2:12])[CH3:4])=[CH:27][CH:26]=1. The catalyst class is: 209. (3) Product: [C:26]([NH:29][NH:30][C:23]([C:22]1[CH:21]=[N:20][N:17]2[CH:18]=[CH:19][C:14]([N:10]3[CH2:11][CH2:12][CH2:13][CH:9]3[C:3]3[CH:4]=[C:5]([F:8])[CH:6]=[CH:7][C:2]=3[F:1])=[N:15][C:16]=12)=[O:24])(=[O:28])[CH3:27]. The catalyst class is: 31. Reactant: [F:1][C:2]1[CH:7]=[CH:6][C:5]([F:8])=[CH:4][C:3]=1[CH:9]1[CH2:13][CH2:12][CH2:11][N:10]1[C:14]1[CH:19]=[CH:18][N:17]2[N:20]=[CH:21][C:22]([C:23](O)=[O:24])=[C:16]2[N:15]=1.[C:26]([NH:29][NH2:30])(=[O:28])[CH3:27].CCN(C(C)C)C(C)C.CN(C(ON1N=NC2C=CC=NC1=2)=[N+](C)C)C.F[P-](F)(F)(F)(F)F. (4) Reactant: [Cl:1][C:2]1[CH:7]=[CH:6][C:5]([N:8]2[C:12]([CH3:13])=[C:11]([C:14]([NH:16][CH2:17][C:18]([CH:20]3[CH2:25][CH2:24][CH2:23][CH2:22][CH2:21]3)=O)=O)[N:10]=[C:9]2[C:26]2[CH:31]=[CH:30][C:29]([Cl:32])=[CH:28][C:27]=2[Cl:33])=[CH:4][CH:3]=1.COC1C=CC(P2(SP(C3C=CC(OC)=CC=3)(=S)S2)=[S:43])=CC=1. Product: [Cl:1][C:2]1[CH:7]=[CH:6][C:5]([N:8]2[C:12]([CH3:13])=[C:11]([C:14]3[S:43][C:18]([CH:20]4[CH2:25][CH2:24][CH2:23][CH2:22][CH2:21]4)=[CH:17][N:16]=3)[N:10]=[C:9]2[C:26]2[CH:31]=[CH:30][C:29]([Cl:32])=[CH:28][C:27]=2[Cl:33])=[CH:4][CH:3]=1. The catalyst class is: 1. (5) Reactant: [C:1]([C:5]1[CH:13]=[C:12]2[C:8]([CH2:9][CH2:10][CH2:11]2)=[CH:7][C:6]=1[OH:14])([CH3:4])([CH3:3])[CH3:2].[C:15]([C:19]1[CH:24]=[C:23]([C:25]([CH2:28]C)(C)C)[C:22]([CH3:30])=[CH:21][C:20]=1[OH:31])([CH3:18])([CH3:17])[CH3:16]. Product: [C:15]([C:19]1[CH:24]=[C:23]2[C:22]([CH2:30][CH2:28][CH2:25]2)=[C:21]([C:7]2[C:6]([OH:14])=[C:5]([C:1]([CH3:4])([CH3:2])[CH3:3])[CH:13]=[C:12]3[C:8]=2[CH2:9][CH2:10][CH2:11]3)[C:20]=1[OH:31])([CH3:16])([CH3:17])[CH3:18]. The catalyst class is: 605. (6) Reactant: [I:1][C:2]1[CH:7]=[CH:6][C:5]([OH:8])=[CH:4][CH:3]=1.[H-].[Na+].CC1C=CC(S(O[C@H:22]2[CH2:25][C@@H:24]([N:26]3[CH2:31][CH2:30][CH2:29][CH2:28][CH2:27]3)[CH2:23]2)(=O)=O)=CC=1. Product: [I:1][C:2]1[CH:7]=[CH:6][C:5]([O:8][C@H:22]2[CH2:25][C@H:24]([N:26]3[CH2:31][CH2:30][CH2:29][CH2:28][CH2:27]3)[CH2:23]2)=[CH:4][CH:3]=1. The catalyst class is: 80. (7) Reactant: [OH:1][C@@H:2]1[CH2:10][C:9]2[C:4](=[CH:5][CH:6]=[CH:7][CH:8]=2)[C@H:3]1[NH:11][C:12](=[O:17])[CH2:13][CH2:14][CH:15]=[CH2:16].[CH3:18][C@H:19]([CH2:23][CH:24]=[CH2:25])[C:20](O)=[O:21].CCOC(C)=O.CCCCCC. Product: [CH3:18][C@H:19]([CH2:23][CH:24]=[CH2:25])[C:20]([O:1][C@@H:2]1[CH2:10][C:9]2[C:4](=[CH:5][CH:6]=[CH:7][CH:8]=2)[C@H:3]1[NH:11][C:12](=[O:17])[CH2:13][CH2:14][CH:15]=[CH2:16])=[O:21]. The catalyst class is: 3. (8) Reactant: Br[C:2]1[C:11]2[C:6](=[CH:7][CH:8]=[C:9]([OH:12])[CH:10]=2)[C:5](=[O:13])[N:4]([C:14]2[CH:19]=[CH:18][C:17]([OH:20])=[CH:16][CH:15]=2)[CH:3]=1.C(=O)([O-])[O-].[K+].[K+].[CH3:27][S:28]([C:31]1[CH:36]=[CH:35][C:34](B(O)O)=[CH:33][CH:32]=1)(=[O:30])=[O:29]. Product: [OH:12][C:9]1[CH:10]=[C:11]2[C:6](=[CH:7][CH:8]=1)[C:5](=[O:13])[N:4]([C:14]1[CH:19]=[CH:18][C:17]([OH:20])=[CH:16][CH:15]=1)[CH:3]=[C:2]2[C:34]1[CH:35]=[CH:36][C:31]([S:28]([CH3:27])(=[O:30])=[O:29])=[CH:32][CH:33]=1. The catalyst class is: 73. (9) Reactant: [K+].[Br-].CC1(C)N([O])C(C)(C)CCC1.[F:14][C:15]([F:27])([C:18]([F:26])([F:25])[C:19]([F:24])([F:23])[CH:20]([F:22])[F:21])[CH2:16][OH:17].[O-]Cl.[Na+].S(=O)(=O)(O)[OH:32]. Product: [F:14][C:15]([F:27])([C:18]([F:25])([F:26])[C:19]([F:23])([F:24])[CH:20]([F:21])[F:22])[C:16]([OH:32])=[O:17]. The catalyst class is: 144.